This data is from Forward reaction prediction with 1.9M reactions from USPTO patents (1976-2016). The task is: Predict the product of the given reaction. (1) Given the reactants [Cl:1][C:2]1[CH:3]=[C:4]2[C:8](=[CH:9][CH:10]=1)[NH:7][C:6]([C:11]([NH:13][NH2:14])=[O:12])=[CH:5]2.[C:15](O)(=[O:23])[C:16]1[C:17](=[CH:19][CH:20]=[CH:21][CH:22]=1)[NH2:18].C1C=CC2N(O)N=NC=2C=1.O, predict the reaction product. The product is: [Cl:1][C:2]1[CH:3]=[C:4]2[C:8](=[CH:9][CH:10]=1)[NH:7][C:6]([C:11]([NH:13][NH:14][C:15](=[O:23])[C:16]1[CH:22]=[CH:21][CH:20]=[CH:19][C:17]=1[NH2:18])=[O:12])=[CH:5]2. (2) The product is: [C:26]([NH2:25])(=[O:34])[C:27]1[CH:32]=[CH:31][CH:30]=[CH:29][CH:28]=1. Given the reactants C(OC(=O)N(CC1C=CC2N(CC3CCCN3C(=O)C(C#N)=CC(C)(C)C)C([NH:25][C:26](=[O:34])[C:27]3[CH:32]=[CH:31][C:30](Cl)=[CH:29][CH:28]=3)=NC=2C=1)[C@H](C(C)(C)C)C)C1C=CC=CC=1.Br, predict the reaction product. (3) Given the reactants [CH2:1]([CH:8]([C:14](OCC)=O)[C:9]([O:11][CH2:12][CH3:13])=[O:10])[C:2]1[CH:7]=[CH:6][CH:5]=[CH:4][CH:3]=1.[OH-].[K+].N1CCCCC1.C=O, predict the reaction product. The product is: [CH2:12]([O:11][C:9](=[O:10])[C:8]([CH2:1][C:2]1[CH:7]=[CH:6][CH:5]=[CH:4][CH:3]=1)=[CH2:14])[CH3:13]. (4) Given the reactants [Cl:1][C:2]1[CH:7]=[CH:6][C:5]([NH:8][C:9](=[O:11])[CH3:10])=[C:4]([CH:12]=[CH2:13])[CH:3]=1.Br[CH2:15][C:16]1[C:17](Cl)=[N:18][C:19]([Cl:23])=[C:20]([F:22])[CH:21]=1.C(N1C2C=CC=CC=2C=CC2N=C(Cl)C(F)=CC=2C1)(=O)C, predict the reaction product. The product is: [C:9]([N:8]1[C:5]2[CH:6]=[CH:7][C:2]([Cl:1])=[CH:3][C:4]=2[CH:12]=[CH:13][C:17]2[N:18]=[C:19]([Cl:23])[C:20]([F:22])=[CH:21][C:16]=2[CH2:15]1)(=[O:11])[CH3:10]. (5) Given the reactants Cl.[N:2]1[CH:7]=[CH:6][N:5]=[CH:4][C:3]=1[C:8](=[NH:10])[NH2:9].[Cl:11][C:12]1[CH:19]=[C:18]([F:20])[CH:17]=[CH:16][C:13]=1[CH:14]=O.O=[C:22]([CH3:29])[CH2:23][C:24]([O:26][CH2:27][CH3:28])=[O:25], predict the reaction product. The product is: [Cl:11][C:12]1[CH:19]=[C:18]([F:20])[CH:17]=[CH:16][C:13]=1[CH:14]1[C:23]([C:24]([O:26][CH2:27][CH3:28])=[O:25])=[C:22]([CH3:29])[NH:9][C:8]([C:3]2[CH:4]=[N:5][CH:6]=[CH:7][N:2]=2)=[N:10]1. (6) The product is: [Cl:20][C:21]1[N:26]([CH2:3][C:4]2[N:8]3[CH:9]=[CH:10][CH:11]=[CH:12][C:7]3=[N:6][C:5]=2[C:13]2[CH:18]=[CH:17][C:16]([Cl:19])=[CH:15][CH:14]=2)[C:25](=[O:27])[NH:24][C:23](=[O:28])[CH:22]=1. Given the reactants Cl.Cl[CH2:3][C:4]1[N:8]2[CH:9]=[CH:10][CH:11]=[CH:12][C:7]2=[N:6][C:5]=1[C:13]1[CH:18]=[CH:17][C:16]([Cl:19])=[CH:15][CH:14]=1.[Cl:20][C:21]1[NH:26][C:25](=[O:27])[NH:24][C:23](=[O:28])[CH:22]=1, predict the reaction product. (7) The product is: [CH3:1][O:2][C:3]1[CH:4]=[CH:5][C:6]2[CH2:15][CH:14]([CH3:16])[N:13]3[C:8](=[CH:9][C:10](=[O:22])[C:11]([C:17]([O:19][CH2:20][CH3:21])=[O:18])=[CH:12]3)[C:7]=2[CH:23]=1. Given the reactants [CH3:1][O:2][C:3]1[CH:4]=[CH:5][C:6]2[CH2:15][CH:14]([CH3:16])[N:13]3[CH:8]([CH2:9][C:10](=[O:22])[C:11]([C:17]([O:19][CH2:20][CH3:21])=[O:18])=[CH:12]3)[C:7]=2[CH:23]=1.C1(Cl)C(=O)C(Cl)=C(Cl)C(=O)C=1Cl, predict the reaction product. (8) Given the reactants [CH2:1]([N:8]1[C:16]2[C:11](=[CH:12][CH:13]=[CH:14][C:15]=2[C:17]2[CH:22]=[CH:21][C:20]([F:23])=[C:19]([Cl:24])[CH:18]=2)[CH:10]=[CH:9]1)[C:2]1[CH:7]=[CH:6][CH:5]=[CH:4][CH:3]=1.[C:25](Cl)(=[O:29])[C:26](Cl)=[O:27].[CH2:31]([OH:33])[CH3:32], predict the reaction product. The product is: [CH2:1]([N:8]1[C:16]2[C:11](=[CH:12][CH:13]=[CH:14][C:15]=2[C:17]2[CH:22]=[CH:21][C:20]([F:23])=[C:19]([Cl:24])[CH:18]=2)[C:10]([C:25](=[O:29])[C:26]([O:33][CH2:31][CH3:32])=[O:27])=[CH:9]1)[C:2]1[CH:3]=[CH:4][CH:5]=[CH:6][CH:7]=1.